This data is from Catalyst prediction with 721,799 reactions and 888 catalyst types from USPTO. The task is: Predict which catalyst facilitates the given reaction. Reactant: [CH3:1][C:2]1([CH3:34])[CH2:11][CH2:10][C:9]([CH3:13])([CH3:12])[C:8]2[CH:7]=[C:6]([O:14][CH2:15][CH2:16][O:17][C:18]3[CH:33]=[CH:32][C:21]([CH2:22][CH:23]([C:28]([O:30]C)=[O:29])[C:24]([O:26][CH3:27])=[O:25])=[CH:20][CH:19]=3)[CH:5]=[CH:4][C:3]1=2.[OH-].[Na+]. Product: [CH3:27][O:26][C:24]([CH:23]([CH2:22][C:21]1[CH:32]=[CH:33][C:18]([O:17][CH2:16][CH2:15][O:14][C:6]2[CH:5]=[CH:4][C:3]3[C:2]([CH3:34])([CH3:1])[CH2:11][CH2:10][C:9]([CH3:13])([CH3:12])[C:8]=3[CH:7]=2)=[CH:19][CH:20]=1)[C:28]([OH:30])=[O:29])=[O:25]. The catalyst class is: 111.